From a dataset of Experimentally validated miRNA-target interactions with 360,000+ pairs, plus equal number of negative samples. Binary Classification. Given a miRNA mature sequence and a target amino acid sequence, predict their likelihood of interaction. (1) The miRNA is hsa-miR-548aw with sequence GUGCAAAAGUCAUCACGGUU. The protein sequence of the target gene is MAGVSFSGHRLELLAAYEEVIREESAADWALYTYEDGSDDLKLAASGEGGLQELSGHFENQKVMYGFCSVKDSQAALPKYVLINWVGEDVPDARKCACASHVAKVAEFFQGVDVIVNASSVEDIDAGAIGQRLSNGLARLSSPVLHRLRLREDENAEPVGTTYQKTDAAVEMKRINREQFWEQAKKEEELRKEEERKKALDERLRFEQERMEQERQEQEERERRYREREQQIEEHRRKQQTLEAEEAKRRLKEQSIFGDHRDEEEETHMKKSESEVEEAAAIIAQRPDNPREFFKQQERV.... Result: 1 (interaction). (2) The miRNA is hsa-miR-6769b-5p with sequence UGGUGGGUGGGGAGGAGAAGUGC. The protein sequence of the target gene is MAALLLRHVGRHCLRAHFSPQLCIRNAVPLGTTAKEEMERFWNKNIGSNRPLSPHITIYSWSLPMAMSICHRGTGIALSAGVSLFGMSALLLPGNFESYLELVKSLCLGPALIHTAKFALVFPLMYHTWNGIRHLMWDLGKGLKIPQLYQSGVVVLVLTVLSSMGLAAM. Result: 0 (no interaction).